This data is from NCI-60 drug combinations with 297,098 pairs across 59 cell lines. The task is: Regression. Given two drug SMILES strings and cell line genomic features, predict the synergy score measuring deviation from expected non-interaction effect. Drug 1: CN1C(=O)N2C=NC(=C2N=N1)C(=O)N. Drug 2: CCN(CC)CCCC(C)NC1=C2C=C(C=CC2=NC3=C1C=CC(=C3)Cl)OC. Cell line: SF-539. Synergy scores: CSS=8.75, Synergy_ZIP=0.915, Synergy_Bliss=4.76, Synergy_Loewe=-9.92, Synergy_HSA=5.65.